From a dataset of Full USPTO retrosynthesis dataset with 1.9M reactions from patents (1976-2016). Predict the reactants needed to synthesize the given product. (1) The reactants are: [CH2:1]([N:8]1[CH2:12][CH2:11][CH2:10][CH:9]1[C:13]1[CH:22]=[CH:21][CH:20]=[C:19]2[C:14]=1[CH:15]=[CH:16][C:17]([S:23](OC1C(F)=C(F)C(F)=C(F)C=1F)(=[O:25])=[O:24])=[CH:18]2)[C:2]1[CH:7]=[CH:6][CH:5]=[CH:4][CH:3]=1.[S:38]1[CH:42]=[CH:41][N:40]=[C:39]1[NH2:43].C1COCC1.CC([O-])(C)C.[Li+]. Given the product [CH2:1]([N:8]1[CH2:12][CH2:11][CH2:10][CH:9]1[C:13]1[CH:22]=[CH:21][CH:20]=[C:19]2[C:14]=1[CH:15]=[CH:16][C:17]([S:23]([NH:43][C:39]1[S:38][CH:42]=[CH:41][N:40]=1)(=[O:25])=[O:24])=[CH:18]2)[C:2]1[CH:7]=[CH:6][CH:5]=[CH:4][CH:3]=1, predict the reactants needed to synthesize it. (2) Given the product [CH2:34]([O:36][C:37]([C:39]1([C:42]2[N:1]=[C:2]3[C:7]([O:8][CH3:9])=[CH:6][CH:5]=[CH:4][N:3]3[N:10]=2)[CH2:41][CH2:40]1)=[O:38])[CH3:35], predict the reactants needed to synthesize it. The reactants are: [NH2:1][C:2]1[C:7]([O:8][CH3:9])=[CH:6][CH:5]=[CH:4][N+:3]=1[NH2:10].[N+](C1C=CC(C(O)=O)=CC=1)([O-])=O.C1CCN2C(=NCCC2)CC1.[CH2:34]([O:36][C:37]([C:39]1([CH:42]=O)[CH2:41][CH2:40]1)=[O:38])[CH3:35]. (3) The reactants are: [O:1]1CCO[CH:2]1[CH2:6][N:7]1[C:16]2[C:11](=[CH:12][C:13]([CH:17]([CH3:19])[CH3:18])=[CH:14][CH:15]=2)[CH:10]=[CH:9][C:8]1=[O:20].FC(F)(F)C(O)=O. Given the product [CH:17]([C:13]1[CH:12]=[C:11]2[C:16](=[CH:15][CH:14]=1)[N:7]([CH2:6][CH:2]=[O:1])[C:8](=[O:20])[CH:9]=[CH:10]2)([CH3:19])[CH3:18], predict the reactants needed to synthesize it. (4) Given the product [Cl:17][CH2:15][C:11]([C:8]1([C:5]2[CH:4]=[CH:3][C:2]([Cl:1])=[CH:7][CH:6]=2)[CH2:9][CH2:10]1)=[O:13], predict the reactants needed to synthesize it. The reactants are: [Cl:1][C:2]1[CH:7]=[CH:6][C:5]([C:8]2([C:11]([OH:13])=O)[CH2:10][CH2:9]2)=[CH:4][CH:3]=1.C(Cl)(=O)[C:15]([Cl:17])=O.